From a dataset of Forward reaction prediction with 1.9M reactions from USPTO patents (1976-2016). Predict the product of the given reaction. (1) Given the reactants [ClH:1].[NH2:2][C@@H:3]1[CH2:8][CH2:7][CH2:6][N:5]([C:9]2[C:14]([Br:15])=[CH:13][N:12]=[C:11]3[NH:16][CH:17]=[C:18]([NH:19][C:20](=[O:27])[C:21]4[CH:26]=[CH:25][CH:24]=[N:23][CH:22]=4)[C:10]=23)[CH2:4]1.C(OC)(OC)OC.CCN(C(C)C)C(C)C.[CH:44]1([CH:47]=O)[CH2:46][CH2:45]1.[BH4-].[Na+], predict the reaction product. The product is: [ClH:1].[Br:15][C:14]1[C:9]([N:5]2[CH2:6][CH2:7][CH2:8][C@@H:3]([NH:2][CH2:47][CH:44]3[CH2:46][CH2:45]3)[CH2:4]2)=[C:10]2[C:18]([NH:19][C:20](=[O:27])[C:21]3[CH:26]=[CH:25][CH:24]=[N:23][CH:22]=3)=[CH:17][NH:16][C:11]2=[N:12][CH:13]=1. (2) Given the reactants [Cl:1][C:2]1[N:7]=[CH:6][C:5]([C:8]([O:10]CC)=[CH2:9])=[CH:4][N:3]=1.O1CCCC1.[Br:18]N1C(=O)CCC1=O, predict the reaction product. The product is: [Br:18][CH2:10][C:8]([C:5]1[CH:4]=[N:3][C:2]([Cl:1])=[N:7][CH:6]=1)=[O:9]. (3) Given the reactants [F:1][C:2]1[CH:15]=[C:14]([F:16])[C:13]([C:17]2[CH:22]=[CH:21][N:20]=[C:19]3[N:23]([S:32]([C:35]4[CH:41]=[CH:40][C:38]([CH3:39])=[CH:37][CH:36]=4)(=[O:34])=[O:33])[C:24]([C:26]4[CH2:27][CH2:28][NH:29][CH2:30][CH:31]=4)=[CH:25][C:18]=23)=[CH:12][C:3]=1[NH:4][CH2:5][CH:6]1[CH2:11][CH2:10][O:9][CH2:8][CH2:7]1.[CH3:42][S:43](Cl)(=[O:45])=[O:44], predict the reaction product. The product is: [F:1][C:2]1[CH:15]=[C:14]([F:16])[C:13]([C:17]2[CH:22]=[CH:21][N:20]=[C:19]3[N:23]([S:32]([C:35]4[CH:41]=[CH:40][C:38]([CH3:39])=[CH:37][CH:36]=4)(=[O:33])=[O:34])[C:24]([C:26]4[CH2:27][CH2:28][N:29]([S:43]([CH3:42])(=[O:45])=[O:44])[CH2:30][CH:31]=4)=[CH:25][C:18]=23)=[CH:12][C:3]=1[NH:4][CH2:5][CH:6]1[CH2:7][CH2:8][O:9][CH2:10][CH2:11]1. (4) Given the reactants C(Cl)(=O)C(Cl)=O.CS(C)=O.[Br:11][C:12]1[CH:17]=[CH:16][CH:15]=[CH:14][C:13]=1[S:18]([C:21]1[CH:26]=[CH:25][C:24]([CH2:27][OH:28])=[CH:23][CH:22]=1)(=[O:20])=[O:19].C(N(CC)CC)C, predict the reaction product. The product is: [Br:11][C:12]1[CH:17]=[CH:16][CH:15]=[CH:14][C:13]=1[S:18]([C:21]1[CH:22]=[CH:23][C:24]([CH:27]=[O:28])=[CH:25][CH:26]=1)(=[O:20])=[O:19]. (5) Given the reactants [Br:1][C:2]1[CH:3]=[C:4]([CH:8]=[C:9]([F:11])[CH:10]=1)[C:5](O)=[O:6].O1CCCC1.B.CO, predict the reaction product. The product is: [Br:1][C:2]1[CH:3]=[C:4]([CH2:5][OH:6])[CH:8]=[C:9]([F:11])[CH:10]=1.